Regression. Given two drug SMILES strings and cell line genomic features, predict the synergy score measuring deviation from expected non-interaction effect. From a dataset of Merck oncology drug combination screen with 23,052 pairs across 39 cell lines. (1) Drug 1: CS(=O)(=O)CCNCc1ccc(-c2ccc3ncnc(Nc4ccc(OCc5cccc(F)c5)c(Cl)c4)c3c2)o1. Drug 2: COC1=C2CC(C)CC(OC)C(O)C(C)C=C(C)C(OC(N)=O)C(OC)C=CC=C(C)C(=O)NC(=CC1=O)C2=O. Cell line: NCIH1650. Synergy scores: synergy=16.8. (2) Drug 1: O=S1(=O)NC2(CN1CC(F)(F)F)C1CCC2Cc2cc(C=CCN3CCC(C(F)(F)F)CC3)ccc2C1. Drug 2: CN(C)C(=N)N=C(N)N. Cell line: OVCAR3. Synergy scores: synergy=17.6. (3) Drug 1: COC1=C2CC(C)CC(OC)C(O)C(C)C=C(C)C(OC(N)=O)C(OC)C=CC=C(C)C(=O)NC(=CC1=O)C2=O. Drug 2: NC1CCCCC1N.O=C(O)C(=O)O.[Pt+2]. Cell line: DLD1. Synergy scores: synergy=2.75. (4) Drug 1: C#Cc1cccc(Nc2ncnc3cc(OCCOC)c(OCCOC)cc23)c1. Drug 2: CC1(c2nc3c(C(N)=O)cccc3[nH]2)CCCN1. Cell line: SKOV3. Synergy scores: synergy=0.806.